This data is from Full USPTO retrosynthesis dataset with 1.9M reactions from patents (1976-2016). The task is: Predict the reactants needed to synthesize the given product. (1) Given the product [C:1]([O:5][C:6](=[O:7])[NH:8][C@H:9]([C:13]1[CH:18]=[C:17]([C:30]2[CH:35]=[CH:34][N:33]=[CH:32][C:31]=2[NH2:36])[CH:16]=[CH:15][N:14]=1)[CH2:10][CH:11]=[CH2:12])([CH3:4])([CH3:3])[CH3:2], predict the reactants needed to synthesize it. The reactants are: [C:1]([O:5][C:6]([NH:8][C@H:9]([C:13]1[CH:18]=[C:17](B(O)O)[CH:16]=[CH:15][N:14]=1)[CH2:10][CH:11]=[CH2:12])=[O:7])([CH3:4])([CH3:3])[CH3:2].FC(F)(F)C([O-])=O.Br[C:30]1[CH:35]=[CH:34][N:33]=[CH:32][C:31]=1[NH2:36].C([O-])([O-])=O.[Na+].[Na+]. (2) Given the product [CH3:38][C:23]1[C:22]([CH2:21][O:19][C:6]2[CH:7]=[CH:8][C:9]([CH2:10][CH2:11][CH2:12][CH2:13][N:14]3[CH:18]=[CH:17][N:16]=[N:15]3)=[C:4]([CH3:3])[CH:5]=2)=[CH:27][CH:26]=[C:25]([C:28]2[CH:33]=[CH:32][C:31]([C:34]([F:36])([F:37])[F:35])=[CH:30][CH:29]=2)[N:24]=1, predict the reactants needed to synthesize it. The reactants are: [H-].[Na+].[CH3:3][C:4]1[CH:5]=[C:6]([OH:19])[CH:7]=[CH:8][C:9]=1[CH2:10][CH2:11][CH2:12][CH2:13][N:14]1[CH:18]=[CH:17][N:16]=[N:15]1.Cl[CH2:21][C:22]1[C:23]([CH3:38])=[N:24][C:25]([C:28]2[CH:33]=[CH:32][C:31]([C:34]([F:37])([F:36])[F:35])=[CH:30][CH:29]=2)=[CH:26][CH:27]=1.O. (3) Given the product [CH3:1][N:2]1[CH:6]=[C:5]([CH2:7][CH2:8][NH2:9])[CH:4]=[N:3]1, predict the reactants needed to synthesize it. The reactants are: [CH3:1][N:2]1[CH:6]=[C:5]([CH2:7][CH2:8][NH:9]C(=O)OCC2C=CC=CC=2)[CH:4]=[N:3]1.